This data is from Catalyst prediction with 721,799 reactions and 888 catalyst types from USPTO. The task is: Predict which catalyst facilitates the given reaction. Product: [C:10]([C:8]1[CH:7]=[N:6][CH:5]=[C:4]([N+:1]([O-:3])=[O:2])[CH:9]=1)#[CH:11]. The catalyst class is: 125. Reactant: [N+:1]([C:4]1[CH:5]=[N:6][CH:7]=[C:8]([C:10]#[C:11][Si](C)(C)C)[CH:9]=1)([O-:3])=[O:2].C([O-])([O-])=O.[K+].[K+].